From a dataset of Forward reaction prediction with 1.9M reactions from USPTO patents (1976-2016). Predict the product of the given reaction. (1) Given the reactants [Si:1]([O:18][C@H:19]([CH3:40])[CH2:20][CH2:21][CH2:22][CH2:23][O:24][C:25]1([CH2:38]I)[CH2:30][CH2:29][N:28]([C:31]([O:33][C:34]([CH3:37])([CH3:36])[CH3:35])=[O:32])[CH2:27][CH2:26]1)([C:14]([CH3:17])([CH3:16])[CH3:15])([C:8]1[CH:13]=[CH:12][CH:11]=[CH:10][CH:9]=1)[C:2]1[CH:7]=[CH:6][CH:5]=[CH:4][CH:3]=1, predict the reaction product. The product is: [Si:1]([O:18][C@H:19]([CH3:40])[CH2:20][CH2:21][CH2:22][CH2:23][O:24][C:25]1([CH3:38])[CH2:30][CH2:29][N:28]([C:31]([O:33][C:34]([CH3:37])([CH3:36])[CH3:35])=[O:32])[CH2:27][CH2:26]1)([C:14]([CH3:16])([CH3:17])[CH3:15])([C:8]1[CH:9]=[CH:10][CH:11]=[CH:12][CH:13]=1)[C:2]1[CH:3]=[CH:4][CH:5]=[CH:6][CH:7]=1. (2) Given the reactants [F:1][C:2]1[CH:7]=[C:6](F)[CH:5]=[C:4]([F:9])[C:3]=1[N+:10]([O-])=O.[CH3:13][O-:14].[Na+], predict the reaction product. The product is: [F:1][C:2]1[CH:7]=[C:6]([O:14][CH3:13])[CH:5]=[C:4]([F:9])[C:3]=1[NH2:10]. (3) Given the reactants [F:1][C:2]1[CH:3]=[C:4]([CH:6]=[CH:7][CH:8]=1)[NH2:5].Cl[C:10]1[N:15]=[C:14]([NH:16][C:17]2[CH:22]=[CH:21][C:20]([N:23]3[CH:27]=[C:26]([CH3:28])[N:25]=[CH:24]3)=[C:19]([O:29][CH3:30])[CH:18]=2)[CH:13]=[CH:12][CH:11]=1, predict the reaction product. The product is: [F:1][C:2]1[CH:3]=[C:4]([NH:5][C:10]2[CH:11]=[CH:12][CH:13]=[C:14]([NH:16][C:17]3[CH:22]=[CH:21][C:20]([N:23]4[CH:27]=[C:26]([CH3:28])[N:25]=[CH:24]4)=[C:19]([O:29][CH3:30])[CH:18]=3)[N:15]=2)[CH:6]=[CH:7][CH:8]=1. (4) The product is: [Br:25][CH2:24][C:11]1[S:12][C:13]([C:14]2[CH:19]=[CH:18][C:17]([C:20]([F:23])([F:21])[F:22])=[CH:16][CH:15]=2)=[C:9]([C:6]2[CH:7]=[CH:8][C:3]([O:2][CH3:1])=[CH:4][CH:5]=2)[N:10]=1. Given the reactants [CH3:1][O:2][C:3]1[CH:8]=[CH:7][C:6]([C:9]2[N:10]=[C:11]([CH3:24])[S:12][C:13]=2[C:14]2[CH:19]=[CH:18][C:17]([C:20]([F:23])([F:22])[F:21])=[CH:16][CH:15]=2)=[CH:5][CH:4]=1.[Br:25]N1C(=O)CCC1=O.N(C(C)(C)C#N)=NC(C)(C)C#N, predict the reaction product. (5) Given the reactants C(N(CC)CC)C.[CH3:20][C:19]([O:18][C:16](O[C:16]([O:18][C:19]([CH3:22])([CH3:21])[CH3:20])=[O:17])=[O:17])([CH3:22])[CH3:21].[CH2:23]([O:30][C:31]1[CH:32]=[CH:33][C:34]2[C@H:43]3[C@H:39]([CH2:40][NH:41][CH2:42]3)[O:38][CH2:37][C:35]=2[CH:36]=1)[C:24]1[CH:29]=[CH:28][CH:27]=[CH:26][CH:25]=1, predict the reaction product. The product is: [CH2:23]([O:30][C:31]1[CH:32]=[CH:33][C:34]2[C@H:43]3[C@H:39]([CH2:40][N:41]([C:16]([O:18][C:19]([CH3:20])([CH3:21])[CH3:22])=[O:17])[CH2:42]3)[O:38][CH2:37][C:35]=2[CH:36]=1)[C:24]1[CH:25]=[CH:26][CH:27]=[CH:28][CH:29]=1. (6) The product is: [Cl:14][C:15]1[CH:20]=[C:19]([C:21]2[CH:26]=[N:25][CH:24]=[C:23]([CH3:27])[N:22]=2)[CH:18]=[CH:17][C:16]=1[C:28]1[C:39](=[O:40])[N:38]([CH2:2][CH2:3][CH2:4][C:5]([NH2:7])=[O:6])[C:31]2[N:32]=[C:33]([S:36][CH3:37])[N:34]=[CH:35][C:30]=2[CH:29]=1. Given the reactants Cl[CH2:2][CH2:3][CH2:4][C:5]([NH2:7])=[O:6].C([O-])([O-])=O.[Cs+].[Cs+].[Cl:14][C:15]1[CH:20]=[C:19]([C:21]2[CH:26]=[N:25][CH:24]=[C:23]([CH3:27])[N:22]=2)[CH:18]=[CH:17][C:16]=1[C:28]1[C:39](=[O:40])[NH:38][C:31]2[N:32]=[C:33]([S:36][CH3:37])[N:34]=[CH:35][C:30]=2[CH:29]=1, predict the reaction product. (7) Given the reactants [Br:1][C:2]1[CH:3]=[N:4][CH:5]=[C:6]([CH:10]=1)[C:7](O)=O.S(Cl)([Cl:13])=O, predict the reaction product. The product is: [Br:1][C:2]1[CH:3]=[N:4][CH:5]=[C:6]([CH:10]=1)[CH2:7][Cl:13]. (8) The product is: [NH2:44][C:39]1([CH2:38][O:37][C:36]2[CH:52]=[CH:53][C:33]([CH2:31][CH2:2][CH2:1][NH:3][C:4]3[CH:9]=[C:8]([O:10][CH3:11])[C:7]([O:12][CH3:13])=[CH:6][C:5]=3[C@@H:14]3[CH2:23][CH2:22][C:21]4[CH:20]=[C:19]([OH:24])[CH:18]=[CH:17][C:16]=4[CH2:15]3)=[CH:34][CH:35]=2)[CH2:43][CH2:42][CH2:41][CH2:40]1. Given the reactants [CH2:1]([NH:3][C:4]1[CH:9]=[C:8]([O:10][CH3:11])[C:7]([O:12][CH3:13])=[CH:6][C:5]=1[C@@H:14]1[CH2:23][CH2:22][C:21]2[CH:20]=[C:19]([O:24]C(=O)C(C)(C)C)[CH:18]=[CH:17][C:16]=2[CH2:15]1)[CH3:2].[CH:31]([C:33]1[CH:53]=[CH:52][C:36]([O:37][CH2:38][C:39]2([NH:44]C(=O)OC(C)(C)C)[CH2:43][CH2:42][CH2:41][CH2:40]2)=[CH:35][CH:34]=1)=O, predict the reaction product. (9) Given the reactants Cl[Sn]Cl.[N+:4]([C:7]1[CH:8]=[C:9]([C:21]#[C:22][C:23]2[CH:28]=[CH:27][CH:26]=[CH:25][CH:24]=2)[CH:10]=[C:11]([C:13]#[C:14][C:15]2[CH:20]=[CH:19][CH:18]=[CH:17][CH:16]=2)[CH:12]=1)([O-])=O.Cl, predict the reaction product. The product is: [C:15]1([C:14]#[C:13][C:11]2[CH:12]=[C:7]([CH:8]=[C:9]([C:21]#[C:22][C:23]3[CH:28]=[CH:27][CH:26]=[CH:25][CH:24]=3)[CH:10]=2)[NH2:4])[CH:16]=[CH:17][CH:18]=[CH:19][CH:20]=1. (10) Given the reactants C[O:2][C:3](=O)[C@@H:4]([N:18]1[CH2:23][CH2:22][N:21]([C:24](=[O:37])[NH:25][C:26]2[CH:31]=[CH:30][C:29]([C:32]([F:35])([F:34])[F:33])=[C:28]([Cl:36])[CH:27]=2)[C@@H:20]([CH3:38])[C:19]1=[O:39])[CH2:5][CH2:6][C:7]([N:9]1[CH2:16][CH2:15][C:12]2([CH2:14][CH2:13]2)[C@H:11]([OH:17])[CH2:10]1)=[O:8].[Li+].[BH4-].CO.CC(C)=O, predict the reaction product. The product is: [Cl:36][C:28]1[CH:27]=[C:26]([NH:25][C:24]([N:21]2[CH2:22][CH2:23][N:18]([C@H:4]([CH2:3][OH:2])[CH2:5][CH2:6][C:7]([N:9]3[CH2:16][CH2:15][C:12]4([CH2:13][CH2:14]4)[C@H:11]([OH:17])[CH2:10]3)=[O:8])[C:19](=[O:39])[C@@H:20]2[CH3:38])=[O:37])[CH:31]=[CH:30][C:29]=1[C:32]([F:33])([F:34])[F:35].